This data is from Reaction yield outcomes from USPTO patents with 853,638 reactions. The task is: Predict the reaction yield, written as a fraction of the theoretical maximum amount of product (1.0 means a 100% yield; for example, 0.34 means a 34% yield). The reactants are [N:1]1([C:11]([O:13][C:14]([CH3:17])([CH3:16])[CH3:15])=[O:12])[CH2:6][CH2:5][CH:4]([C:7]([O:9][CH3:10])=[O:8])[CH2:3][CH2:2]1.[Cl:18][C:19]1[C:24](Cl)=[N:23][CH:22]=[CH:21][N:20]=1.[Li+].C[Si]([N-][Si](C)(C)C)(C)C.O. The catalyst is C1COCC1. The product is [Cl:18][C:19]1[C:24]([C:4]2([C:7]([O:9][CH3:10])=[O:8])[CH2:3][CH2:2][N:1]([C:11]([O:13][C:14]([CH3:17])([CH3:16])[CH3:15])=[O:12])[CH2:6][CH2:5]2)=[N:23][CH:22]=[CH:21][N:20]=1. The yield is 0.950.